From a dataset of Forward reaction prediction with 1.9M reactions from USPTO patents (1976-2016). Predict the product of the given reaction. (1) Given the reactants [Cl:1][C:2]1[CH:9]=[C:8]([N:10]([CH2:16][C:17]2[CH:22]=[CH:21][CH:20]=[CH:19][C:18]=2[Cl:23])[C@H:11]2[CH2:15][CH2:14][NH:13][CH2:12]2)[CH:7]=[CH:6][C:3]=1[C:4]#[N:5].[Cl:24][C:25]1[CH:30]=[CH:29][C:28]([CH2:31][CH2:32][S:33](Cl)(=[O:35])=[O:34])=[CH:27][CH:26]=1, predict the reaction product. The product is: [Cl:1][C:2]1[CH:9]=[C:8]([N:10]([C@H:11]2[CH2:15][CH2:14][N:13]([S:33]([CH2:32][CH2:31][C:28]3[CH:29]=[CH:30][C:25]([Cl:24])=[CH:26][CH:27]=3)(=[O:34])=[O:35])[CH2:12]2)[CH2:16][C:17]2[CH:22]=[CH:21][CH:20]=[CH:19][C:18]=2[Cl:23])[CH:7]=[CH:6][C:3]=1[C:4]#[N:5]. (2) Given the reactants C([O:3][C:4]([C:6]1([S:21]([C:24]2[CH:29]=[CH:28][C:27]([O:30][CH2:31][CH2:32][CH2:33][CH3:34])=[CH:26][CH:25]=2)(=[O:23])=[O:22])[CH2:11][CH2:10][N:9]([CH2:12][C:13]2[CH:18]=[CH:17][C:16]([C:19]#[N:20])=[CH:15][CH:14]=2)[CH2:8][CH2:7]1)=[O:5])C.CO.[OH-].[Na+], predict the reaction product. The product is: [CH2:31]([O:30][C:27]1[CH:28]=[CH:29][C:24]([S:21]([C:6]2([C:4]([OH:5])=[O:3])[CH2:11][CH2:10][N:9]([CH2:12][C:13]3[CH:14]=[CH:15][C:16]([C:19]#[N:20])=[CH:17][CH:18]=3)[CH2:8][CH2:7]2)(=[O:22])=[O:23])=[CH:25][CH:26]=1)[CH2:32][CH2:33][CH3:34]. (3) Given the reactants O[CH2:2][C:3]1[C:7]([C:8]([O:10][CH2:11][CH3:12])=[O:9])=[C:6]([CH3:13])[NH:5][N:4]=1.O1CCOCC1.[ClH:20].Cl.S(Cl)([Cl:24])=O, predict the reaction product. The product is: [ClH:24].[Cl:20][CH2:2][C:3]1[C:7]([C:8]([O:10][CH2:11][CH3:12])=[O:9])=[C:6]([CH3:13])[NH:5][N:4]=1. (4) Given the reactants [O:1]=[S:2]1(=[O:35])[CH2:7][CH2:6][N:5]([CH2:8][C:9]2[CH:14]=[CH:13][C:12]([NH:15][C:16]([C:18]3[CH:23]=[CH:22][C:21]([C:24]4[CH:29]=[C:28]([C:30](=[NH:33])[NH:31][OH:32])[CH:27]=[CH:26][C:25]=4[CH3:34])=[CH:20][CH:19]=3)=[O:17])=[CH:11][CH:10]=2)[CH2:4][CH2:3]1.[CH:36]1([C:39](Cl)=O)[CH2:38][CH2:37]1, predict the reaction product. The product is: [O:35]=[S:2]1(=[O:1])[CH2:7][CH2:6][N:5]([CH2:8][C:9]2[CH:14]=[CH:13][C:12]([NH:15][C:16]([C:18]3[CH:19]=[CH:20][C:21]([C:24]4[CH:29]=[C:28]([C:30]5[N:33]=[C:39]([CH:36]6[CH2:38][CH2:37]6)[O:32][N:31]=5)[CH:27]=[CH:26][C:25]=4[CH3:34])=[CH:22][CH:23]=3)=[O:17])=[CH:11][CH:10]=2)[CH2:4][CH2:3]1. (5) The product is: [CH2:1]([O:5][C:6]([N:16]1[CH2:17][CH2:18][CH:19]([CH2:22][C:23]2[N:27]=[C:26]([C:28]3[O:36][C:35]4[CH:34]=[CH:33][N:32]=[C:31]([C:37]#[N:38])[C:30]=4[CH:29]=3)[O:25][N:24]=2)[CH2:20][CH2:21]1)=[O:7])[CH:2]([CH3:4])[CH3:3]. Given the reactants [CH2:1]([O:5][C:6](Cl)=[O:7])[CH:2]([CH3:4])[CH3:3].CCN(CC)CC.[NH:16]1[CH2:21][CH2:20][CH:19]([CH2:22][C:23]2[N:27]=[C:26]([C:28]3[O:36][C:35]4[CH:34]=[CH:33][N:32]=[C:31]([C:37]#[N:38])[C:30]=4[CH:29]=3)[O:25][N:24]=2)[CH2:18][CH2:17]1, predict the reaction product.